This data is from Catalyst prediction with 721,799 reactions and 888 catalyst types from USPTO. The task is: Predict which catalyst facilitates the given reaction. (1) Reactant: [CH3:1][N:2]([CH:7]=[C:8]([C:12](=[O:14])[CH3:13])[C:9](=O)[CH3:10])[N:3]=C(C)C.Cl. Product: [CH3:1][N:2]1[CH:7]=[C:8]([C:12](=[O:14])[CH3:13])[C:9]([CH3:10])=[N:3]1. The catalyst class is: 40. (2) Reactant: [CH3:1][O:2][C:3]1[CH:12]=[C:11]2[C:6]([CH:7]=[CH:8][C:9](=O)[NH:10]2)=[CH:5][CH:4]=1.P(Cl)(Cl)([Cl:16])=O.C(N(C(C)C)CC)(C)C. Product: [Cl:16][C:9]1[CH:8]=[CH:7][C:6]2[C:11](=[CH:12][C:3]([O:2][CH3:1])=[CH:4][CH:5]=2)[N:10]=1. The catalyst class is: 11. (3) Reactant: [CH3:1][C:2]1[CH:9]=[CH:8][C:5]([C:6]#[N:7])=[C:4]([O:10][CH3:11])[CH:3]=1.[Br:12]N1C(=O)CCC1=O.N(C(C)(C)C#N)=NC(C)(C)C#N. Product: [Br:12][CH2:1][C:2]1[CH:9]=[CH:8][C:5]([C:6]#[N:7])=[C:4]([O:10][CH3:11])[CH:3]=1. The catalyst class is: 26. (4) Reactant: [I-:1].[OH:2][C:3]1[CH:4]=[C:5]([C@@H:9]([N+:11]([CH3:21])([CH3:20])[C@H:12]([C:14]2[CH:19]=[CH:18][CH:17]=[CH:16][CH:15]=2)[CH3:13])[CH3:10])[CH:6]=[CH:7][CH:8]=1.CO.C(=O)([O-])[O-].[K+].[K+].[CH2:30]([N:32]([CH3:36])[C:33](Cl)=[O:34])[CH3:31]. Product: [I-:1].[CH2:30]([N:32]([CH3:36])[C:33]([O:2][C:3]1[CH:4]=[C:5]([C@@H:9]([N+:11]([CH3:21])([CH3:20])[C@H:12]([C:14]2[CH:19]=[CH:18][CH:17]=[CH:16][CH:15]=2)[CH3:13])[CH3:10])[CH:6]=[CH:7][CH:8]=1)=[O:34])[CH3:31]. The catalyst class is: 196. (5) Reactant: [NH2:1][C:2]1[C:3]([CH3:26])=[C:4]([C:8]2[N:9]=[C:10]([NH:17][C:18]3[CH:25]=[CH:24][C:21]([C:22]#[N:23])=[CH:20][CH:19]=3)[C:11]3[N:12]([CH:14]=[CH:15][N:16]=3)[CH:13]=2)[CH:5]=[CH:6][CH:7]=1.C(N(C(C)C)CC)(C)C.[C:36]([C:40]1[CH:48]=[CH:47][C:43]([C:44](Cl)=[O:45])=[CH:42][CH:41]=1)([CH3:39])([CH3:38])[CH3:37]. Product: [C:36]([C:40]1[CH:41]=[CH:42][C:43]([C:44]([NH:1][C:2]2[CH:7]=[CH:6][CH:5]=[C:4]([C:8]3[N:9]=[C:10]([NH:17][C:18]4[CH:25]=[CH:24][C:21]([C:22]#[N:23])=[CH:20][CH:19]=4)[C:11]4[N:12]([CH:14]=[CH:15][N:16]=4)[CH:13]=3)[C:3]=2[CH3:26])=[O:45])=[CH:47][CH:48]=1)([CH3:39])([CH3:37])[CH3:38]. The catalyst class is: 1. (6) Reactant: [C:1]([O:5][C:6](=[O:28])[CH2:7][C@H:8]([C:18]1[O:22][N:21]=[C:20]([C:23](OCC)=[O:24])[N:19]=1)[CH2:9][CH2:10][CH2:11][CH:12]1[CH2:17][CH2:16][CH2:15][CH2:14][CH2:13]1)([CH3:4])([CH3:3])[CH3:2].[CH2:29]([NH:36][CH3:37])[C:30]1[CH:35]=[CH:34][CH:33]=[CH:32][CH:31]=1. Product: [CH2:29]([N:36]([CH3:37])[C:23]([C:20]1[N:19]=[C:18]([C@H:8]([CH2:9][CH2:10][CH2:11][CH:12]2[CH2:17][CH2:16][CH2:15][CH2:14][CH2:13]2)[CH2:7][C:6]([O:5][C:1]([CH3:4])([CH3:2])[CH3:3])=[O:28])[O:22][N:21]=1)=[O:24])[C:30]1[CH:35]=[CH:34][CH:33]=[CH:32][CH:31]=1. The catalyst class is: 8.